The task is: Predict the reactants needed to synthesize the given product.. This data is from Full USPTO retrosynthesis dataset with 1.9M reactions from patents (1976-2016). (1) Given the product [O:29]1[CH:33]=[CH:32][C:31]([CH2:34][N:1]2[CH2:2][CH2:3][CH:4]([C:7]3[NH:8][C:9]([C:23]4[CH:28]=[CH:27][N:26]=[CH:25][CH:24]=4)=[C:10]([C:12]4[CH:13]=[C:14]5[C:18](=[CH:19][CH:20]=4)[C:17](=[N:21][OH:22])[CH2:16][CH2:15]5)[N:11]=3)[CH2:5][CH2:6]2)=[CH:30]1, predict the reactants needed to synthesize it. The reactants are: [NH:1]1[CH2:6][CH2:5][CH:4]([C:7]2[NH:8][C:9]([C:23]3[CH:28]=[CH:27][N:26]=[CH:25][CH:24]=3)=[C:10]([C:12]3[CH:13]=[C:14]4[C:18](=[CH:19][CH:20]=3)[C:17](=[N:21][OH:22])[CH2:16][CH2:15]4)[N:11]=2)[CH2:3][CH2:2]1.[O:29]1[CH:33]=[CH:32][C:31]([CH:34]=O)=[CH:30]1.C([BH3-])#N.C[NH+](C)C.C(O)(=O)C. (2) Given the product [C:10]([C:8]1[S:9][C:5]2[CH:4]=[C:3]([O:2][C:1]([O:14][CH2:15][CH2:16][CH2:17][S:18][S:19][CH2:20][CH2:25][CH2:24][CH2:23][CH2:22][CH2:33][CH2:34][CH2:35][CH2:36][CH2:37][CH2:38][CH2:39][CH2:40][CH2:41][CH2:42][C:43]([OH:45])=[O:44])=[O:26])[CH:13]=[CH:12][C:6]=2[N:7]=1)#[N:11], predict the reactants needed to synthesize it. The reactants are: [C:1](=[O:26])([O:14][CH2:15][CH2:16][CH2:17][S:18][S:19][C:20]1[CH:25]=[CH:24][CH:23]=[CH:22]N=1)[O:2][C:3]1[CH:13]=[CH:12][C:6]2[N:7]=[C:8]([C:10]#[N:11])[S:9][C:5]=2[CH:4]=1.SCCCCC[CH2:33][CH2:34][CH2:35][CH2:36][CH2:37][CH2:38][CH2:39][CH2:40][CH2:41][CH2:42][C:43]([OH:45])=[O:44].C(N(CC)CC)C. (3) Given the product [Br:8][C:4]1[CH:3]=[C:2]([CH:7]=[CH:6][CH:5]=1)[NH:13][CH:9]1[CH2:12][CH2:11][CH2:10]1, predict the reactants needed to synthesize it. The reactants are: Br[C:2]1[CH:7]=[CH:6][CH:5]=[C:4]([Br:8])[CH:3]=1.[CH:9]1([NH2:13])[CH2:12][CH2:11][CH2:10]1. (4) Given the product [NH2:40][C@@H:41]([C:44]1[C:45]([F:51])=[C:46]([C:28]2[CH:29]=[C:8]([O:7][CH2:6][C@H:2]3[CH2:3][CH2:4][CH2:5][O:1]3)[CH:9]=[C:10]([CH2:11][O:12][C:13]3[CH:18]=[CH:17][CH:16]=[CH:15][C:14]=3[CH2:19][C:20]([O:22][C:23]([CH3:25])([CH3:24])[CH3:26])=[O:21])[CH:27]=2)[CH:47]=[CH:48][CH:49]=1)[CH2:42][OH:43], predict the reactants needed to synthesize it. The reactants are: [O:1]1[CH2:5][CH2:4][CH2:3][C@@H:2]1[CH2:6][O:7][C:8]1[CH:9]=[C:10]([CH:27]=[C:28](B2OC(C)(C)C(C)(C)O2)[CH:29]=1)[CH2:11][O:12][C:13]1[CH:18]=[CH:17][CH:16]=[CH:15][C:14]=1[CH2:19][C:20]([O:22][C:23]([CH3:26])([CH3:25])[CH3:24])=[O:21].Cl.[NH2:40][C@@H:41]([C:44]1[CH:49]=[CH:48][CH:47]=[C:46](Cl)[C:45]=1[F:51])[CH2:42][OH:43]. (5) Given the product [CH2:19]([O:18][C:15]1[CH:16]=[CH:17][C:12]([N:9]2[C:10]([CH3:11])=[C:6]3[C:7]([C:2]([O:24][CH3:23])=[N:3][N:4]=[C:5]3[CH3:22])=[C:8]2[CH3:21])=[CH:13][CH:14]=1)[CH3:20], predict the reactants needed to synthesize it. The reactants are: Cl[C:2]1[C:7]2=[C:8]([CH3:21])[N:9]([C:12]3[CH:17]=[CH:16][C:15]([O:18][CH2:19][CH3:20])=[CH:14][CH:13]=3)[C:10]([CH3:11])=[C:6]2[C:5]([CH3:22])=[N:4][N:3]=1.[CH3:23][O-:24].[Na+].[Na]. (6) Given the product [CH3:35][C:30]1[C:29]([CH:27]([OH:28])[C:25]2[O:26][C:22]3[CH:21]=[CH:20][C:19]([CH2:18][C:17]([NH:16][CH:15]([C:12]4[CH:13]=[CH:14][C:9]([OH:8])=[CH:10][C:11]=4[CH3:44])[C:38]4[CH:43]=[CH:42][CH:41]=[CH:40][CH:39]=4)=[O:37])=[CH:36][C:23]=3[CH:24]=2)=[C:33]([CH3:34])[O:32][N:31]=1, predict the reactants needed to synthesize it. The reactants are: C([O:8][C:9]1[CH:14]=[CH:13][C:12]([CH:15]([C:38]2[CH:43]=[CH:42][CH:41]=[CH:40][CH:39]=2)[NH:16][C:17](=[O:37])[CH2:18][C:19]2[CH:20]=[CH:21][C:22]3[O:26][C:25]([CH:27]([C:29]4[C:30]([CH3:35])=[N:31][O:32][C:33]=4[CH3:34])[OH:28])=[CH:24][C:23]=3[CH:36]=2)=[C:11]([CH3:44])[CH:10]=1)C1C=CC=CC=1.